Dataset: Forward reaction prediction with 1.9M reactions from USPTO patents (1976-2016). Task: Predict the product of the given reaction. (1) Given the reactants [CH3:1][C:2]1[C:7]([CH2:8][OH:9])=[CH:6][CH:5]=[CH:4][N:3]=1, predict the reaction product. The product is: [CH3:1][C:2]1[C:7]([CH:8]=[O:9])=[CH:6][CH:5]=[CH:4][N:3]=1. (2) Given the reactants Cl.[Br:2][C:3]1[CH:8]=[CH:7][C:6]([NH:9]N)=[CH:5][CH:4]=1.[C:11]1(=O)[CH2:17][CH2:16][CH2:15][CH2:14][CH2:13][CH2:12]1, predict the reaction product. The product is: [Br:2][C:3]1[CH:8]=[C:7]2[C:6](=[CH:5][CH:4]=1)[NH:9][C:12]1[CH2:13][CH2:14][CH2:15][CH2:16][CH2:17][C:11]2=1. (3) Given the reactants [Br:1][C:2]1[CH:3]=[C:4]([C:9](=[O:11])[CH3:10])[CH:5]=[CH:6][C:7]=1[F:8].[BH4-].[Na+], predict the reaction product. The product is: [Br:1][C:2]1[CH:3]=[C:4]([CH:9]([OH:11])[CH3:10])[CH:5]=[CH:6][C:7]=1[F:8]. (4) Given the reactants O[CH2:2][C:3]1[C:11]([CH2:12][C@H:13]2[CH2:17][CH2:16][O:15][C:14]2=[O:18])=[CH:10][CH:9]=[C:8]2[C:4]=1[CH:5]=[N:6][NH:7]2.S(Cl)(Cl)=O.[C:23](=[O:26])([O-])[O-].[K+].[K+].[CH2:29]([NH2:34])[C:30]([CH3:33])([CH3:32])[CH3:31].Cl[CH2:36]Cl, predict the reaction product. The product is: [CH2:29]([N:34]1[C:23](=[O:26])[C@H:13]([CH2:17][CH2:16][O:15][C:14](=[O:18])[CH3:36])[CH2:12][C:11]2[CH:10]=[CH:9][C:8]3[NH:7][N:6]=[CH:5][C:4]=3[C:3]=2[CH2:2]1)[C:30]([CH3:33])([CH3:32])[CH3:31]. (5) Given the reactants [CH2:1]([O:3][C:4]([C@@H:6]1[O:11][C:10]2[CH:12]=[CH:13][C:14]([CH2:16][C@H:17]([NH:19][CH2:20][C@H:21]([OH:41])[CH2:22][O:23][C:24]3[CH:29]=[C:28]([O:30][CH3:31])[C:27]([O:32]COC)=[C:26]([NH:36][S:37]([CH3:40])(=[O:39])=[O:38])[CH:25]=3)[CH3:18])=[CH:15][C:9]=2[O:8][CH2:7]1)=[O:5])[CH3:2].Cl.CCOC(C)=O, predict the reaction product. The product is: [CH2:1]([O:3][C:4]([C@@H:6]1[O:11][C:10]2[CH:12]=[CH:13][C:14]([CH2:16][C@H:17]([NH:19][CH2:20][C@H:21]([OH:41])[CH2:22][O:23][C:24]3[CH:29]=[C:28]([O:30][CH3:31])[C:27]([OH:32])=[C:26]([NH:36][S:37]([CH3:40])(=[O:38])=[O:39])[CH:25]=3)[CH3:18])=[CH:15][C:9]=2[O:8][CH2:7]1)=[O:5])[CH3:2]. (6) Given the reactants Cl[CH2:2][CH2:3][O:4][CH2:5][CH2:6][OH:7].[N-:8]=[N+:9]=[N-:10].[Na+].[Cl-].[Na+], predict the reaction product. The product is: [N:8]([CH2:2][CH2:3][O:4][CH2:5][CH2:6][OH:7])=[N+:9]=[N-:10].